This data is from Forward reaction prediction with 1.9M reactions from USPTO patents (1976-2016). The task is: Predict the product of the given reaction. (1) Given the reactants [F:1][C:2]1[C:3]([O:26][CH2:27][CH2:28][CH2:29][O:30][CH3:31])=[CH:4][C:5]2[CH2:14][CH:13]([CH:15]([CH3:17])[CH3:16])[N:12]3[CH:7]([CH2:8][C:9](=[O:23])[C:10]([C:18]([O:20][CH2:21][CH3:22])=[O:19])=[CH:11]3)[C:6]=2[C:24]=1[F:25].C1(Cl)C(=O)C(Cl)=C(Cl)C(=O)C=1Cl, predict the reaction product. The product is: [F:1][C:2]1[C:3]([O:26][CH2:27][CH2:28][CH2:29][O:30][CH3:31])=[CH:4][C:5]2[CH2:14][CH:13]([CH:15]([CH3:16])[CH3:17])[N:12]3[C:7](=[CH:8][C:9](=[O:23])[C:10]([C:18]([O:20][CH2:21][CH3:22])=[O:19])=[CH:11]3)[C:6]=2[C:24]=1[F:25]. (2) Given the reactants C([Mg]Cl)(C)C.I[C:7]1[CH:8]=[N:9][N:10]([CH2:12][CH2:13][O:14][CH:15]2[CH2:20][CH2:19][CH2:18][CH2:17][O:16]2)[CH:11]=1.CO[B:23]1[O:27][C:26]([CH3:29])([CH3:28])[C:25]([CH3:31])([CH3:30])[O:24]1, predict the reaction product. The product is: [O:16]1[CH2:17][CH2:18][CH2:19][CH2:20][CH:15]1[O:14][CH2:13][CH2:12][N:10]1[CH:11]=[C:7]([B:23]2[O:27][C:26]([CH3:29])([CH3:28])[C:25]([CH3:31])([CH3:30])[O:24]2)[CH:8]=[N:9]1. (3) The product is: [C:1]([O:5][C:6]([NH:8][C@@H:9]1[C:23](=[O:24])[N:22]2[CH2:25][C@H:26]([O:28][C:29]3[N:30]=[C:31]4[C:36](=[C:37]5[C:42]=3[CH:41]=[CH:40][CH:39]=[CH:38]5)[CH:35]=[CH:34][CH:33]=[CH:32]4)[CH2:27][C@H:21]2[C:20](=[O:43])[NH:19][C@:18]2([C:45]([O:47][CH2:48][CH3:49])=[O:46])[CH2:44][C@H:17]2[CH2:16][CH:15]([OH:50])[CH2:14][CH2:13][CH2:12][CH2:11][CH2:10]1)=[O:7])([CH3:4])([CH3:3])[CH3:2]. Given the reactants [C:1]([O:5][C:6]([NH:8][C@@H:9]1[C:23](=[O:24])[N:22]2[CH2:25][C@H:26]([O:28][C:29]3[N:30]=[C:31]4[C:36](=[C:37]5[C:42]=3[CH:41]=[CH:40][CH:39]=[CH:38]5)[CH:35]=[CH:34][CH:33]=[CH:32]4)[CH2:27][C@H:21]2[C:20](=[O:43])[NH:19][C@:18]2([C:45]([O:47][CH2:48][CH3:49])=[O:46])[CH2:44][C@H:17]2[CH:16]=[CH:15][CH2:14][CH2:13][CH2:12][CH2:11][CH2:10]1)=[O:7])([CH3:4])([CH3:3])[CH3:2].[O:50]1CCCC1.B.[OH-].[Na+].OO, predict the reaction product.